Dataset: hERG Central: cardiac toxicity at 1µM, 10µM, and general inhibition. Task: Predict hERG channel inhibition at various concentrations. (1) The molecule is Cl.N=c1n(Cc2ccc(Cl)cc2)c2ccccc2n1CC(O)c1ccco1. Results: hERG_inhib (hERG inhibition (general)): blocker. (2) The drug is CCOc1[nH]n(-c2ccccc2)c(=O)c1C=NCc1ccncc1. Results: hERG_inhib (hERG inhibition (general)): blocker.